From a dataset of Catalyst prediction with 721,799 reactions and 888 catalyst types from USPTO. Predict which catalyst facilitates the given reaction. (1) Reactant: CS([C:4]1[S:5][C:6]2[CH:12]=[C:11]([CH2:13][N:14]3[CH:19]=[CH:18][N:17]=[C:16]([N:20]4[CH2:25][CH2:24][O:23][CH2:22][CH2:21]4)[CH2:15]3)[CH:10]=[CH:9][C:7]=2[N:8]=1)=O.[NH2:26][C@@H:27]1[CH2:32][CH2:31][CH2:30][CH2:29][C@H:28]1[OH:33].CCN(C(C)C)C(C)C.O. Product: [OH:33][C@@H:28]1[CH2:29][CH2:30][CH2:31][CH2:32][C@H:27]1[NH:26][C:4]1[S:5][C:6]2[CH:12]=[C:11]([CH2:13][N:14]3[CH:19]=[CH:18][N:17]=[C:16]([N:20]4[CH2:21][CH2:22][O:23][CH2:24][CH2:25]4)[CH2:15]3)[CH:10]=[CH:9][C:7]=2[N:8]=1. The catalyst class is: 44. (2) Reactant: [S:1]=[C:2]1[NH:7][C:6]2[NH:8][CH:9]=[CH:10][C:5]=2[C:4](=[O:11])[N:3]1[C:12]1[CH:17]=[CH:16][C:15]([O:18][CH2:19][C:20]([F:23])([F:22])[F:21])=[CH:14][CH:13]=1.C(=O)([O-])O.[Na+].I[CH2:30][CH3:31].CN(C)C=O. Product: [CH2:30]([S:1][C:2]1[N:3]([C:12]2[CH:13]=[CH:14][C:15]([O:18][CH2:19][C:20]([F:23])([F:22])[F:21])=[CH:16][CH:17]=2)[C:4](=[O:11])[C:5]2[CH:10]=[CH:9][NH:8][C:6]=2[N:7]=1)[CH3:31]. The catalyst class is: 13. (3) Reactant: [Cl:1][C:2]1[CH:3]=[C:4]([NH2:13])[CH:5]=[CH:6][C:7]=1[O:8][C:9]([F:12])([F:11])[F:10].N1C(C)=CC=CC=1C.Br[CH2:23][CH2:24][C:25]([O:27][C:28]([CH3:31])([CH3:30])[CH3:29])=[O:26]. Product: [C:28]([O:27][C:25](=[O:26])[CH2:24][CH2:23][NH:13][C:4]1[CH:5]=[CH:6][C:7]([O:8][C:9]([F:11])([F:12])[F:10])=[C:2]([Cl:1])[CH:3]=1)([CH3:31])([CH3:30])[CH3:29]. The catalyst class is: 11. (4) Reactant: FC(F)(F)S(O[C:7]1[C:8]([CH3:32])([CH3:31])[NH:9][C:10](=[O:30])[C:11]=1[C:12]1[CH:17]=[CH:16][C:15]([O:18][CH2:19][C:20]2[CH:29]=[CH:28][C:27]3[C:22](=[CH:23][CH:24]=[CH:25][CH:26]=3)[N:21]=2)=[CH:14][CH:13]=1)(=O)=O.[CH3:35][O:36][C:37]1[CH:42]=[CH:41][C:40](B(O)O)=[CH:39][CH:38]=1.C([O-])([O-])=O.[Na+].[Na+]. Product: [CH3:35][O:36][C:37]1[CH:42]=[CH:41][C:40]([C:7]2[C:8]([CH3:32])([CH3:31])[NH:9][C:10](=[O:30])[C:11]=2[C:12]2[CH:13]=[CH:14][C:15]([O:18][CH2:19][C:20]3[CH:29]=[CH:28][C:27]4[C:22](=[CH:23][CH:24]=[CH:25][CH:26]=4)[N:21]=3)=[CH:16][CH:17]=2)=[CH:39][CH:38]=1. The catalyst class is: 70. (5) Reactant: [Cl:1][C:2]1[C:7]([N+:8]([O-])=O)=[C:6]([NH:11][CH2:12][CH3:13])[CH:5]=[C:4]([CH:14]([CH3:16])[CH3:15])[N:3]=1. Product: [ClH:1].[CH2:12]([NH:11][C:6]1[CH:5]=[C:4]([CH:14]([CH3:16])[CH3:15])[N:3]=[CH:2][C:7]=1[NH2:8])[CH3:13]. The catalyst class is: 19. (6) Reactant: C(OC(=O)[NH:7][C@H:8]([C:21]1[CH:26]=[CH:25][CH:24]=[CH:23][CH:22]=1)[CH2:9][O:10][C:11]1[CH:20]=[CH:19][C:14]2[NH:15][C:16](=[O:18])[NH:17][C:13]=2[CH:12]=1)(C)(C)C.[ClH:28]. Product: [ClH:28].[NH2:7][C@H:8]([C:21]1[CH:26]=[CH:25][CH:24]=[CH:23][CH:22]=1)[CH2:9][O:10][C:11]1[CH:20]=[CH:19][C:14]2[NH:15][C:16](=[O:18])[NH:17][C:13]=2[CH:12]=1. The catalyst class is: 1. (7) Reactant: [CH2:1]([O:3][C:4](=[O:13])[C:5]([C:11]#[N:12])([CH3:10])[CH2:6][CH2:7][CH2:8]Cl)[CH3:2].Cl.C(N(CC)CC)C. Product: [CH2:1]([O:3][C:4]([C:5]1([CH3:10])[CH2:6][CH2:7][CH2:8][NH:12][CH2:11]1)=[O:13])[CH3:2]. The catalyst class is: 14.